This data is from Peptide-MHC class II binding affinity with 134,281 pairs from IEDB. The task is: Regression. Given a peptide amino acid sequence and an MHC pseudo amino acid sequence, predict their binding affinity value. This is MHC class II binding data. (1) The MHC is DRB3_0101 with pseudo-sequence DRB3_0101. The binding affinity (normalized) is 0.278. The peptide sequence is TNDRKWCFEGPEEHE. (2) The peptide sequence is PTPLAKEDFLRCLVK. The MHC is DRB1_1001 with pseudo-sequence DRB1_1001. The binding affinity (normalized) is 0.384. (3) The peptide sequence is PVLSAFKKFPKFNRV. The MHC is DRB4_0101 with pseudo-sequence DRB4_0103. The binding affinity (normalized) is 0.422.